This data is from Forward reaction prediction with 1.9M reactions from USPTO patents (1976-2016). The task is: Predict the product of the given reaction. (1) Given the reactants [OH-].[K+].[OH:3][C:4]1[CH:11]=[CH:10][C:7]([CH:8]=[O:9])=[CH:6][CH:5]=1.[Br:12][CH2:13][CH2:14]Br, predict the reaction product. The product is: [Br:12][CH2:13][CH2:14][O:3][C:4]1[CH:11]=[CH:10][C:7]([CH:8]=[O:9])=[CH:6][CH:5]=1. (2) Given the reactants [Cl:1][C:2]1[CH:3]=[C:4]2[C:9](=[CH:10][C:11]=1[CH:12](O)[C:13]1[S:14][CH:15]=[CH:16][CH:17]=1)[O:8][CH:7]([C:19]([F:22])([F:21])[F:20])[C:6]([C:23]([O:25][CH2:26][CH3:27])=[O:24])=[CH:5]2.C([SiH](CC)CC)C.C(O)(C(F)(F)F)=O.C([O-])(O)=O.[Na+], predict the reaction product. The product is: [Cl:1][C:2]1[CH:3]=[C:4]2[C:9](=[CH:10][C:11]=1[CH2:12][C:13]1[S:14][CH:15]=[CH:16][CH:17]=1)[O:8][CH:7]([C:19]([F:22])([F:21])[F:20])[C:6]([C:23]([O:25][CH2:26][CH3:27])=[O:24])=[CH:5]2. (3) The product is: [CH:13]1([N:10]2[CH2:9][C:8]([F:19])([F:18])[C:7](=[O:20])[N:6]([CH3:21])[C:5]3[CH:4]=[N:3][C:2]([NH:26][C:25]4[CH:27]=[CH:28][CH:29]=[C:23]([F:22])[CH:24]=4)=[N:12][C:11]2=3)[CH2:17][CH2:16][CH2:15][CH2:14]1. Given the reactants Cl[C:2]1[N:3]=[CH:4][C:5]2[N:6]([CH3:21])[C:7](=[O:20])[C:8]([F:19])([F:18])[CH2:9][N:10]([CH:13]3[CH2:17][CH2:16][CH2:15][CH2:14]3)[C:11]=2[N:12]=1.[F:22][C:23]1[CH:24]=[C:25]([CH:27]=[CH:28][CH:29]=1)[NH2:26], predict the reaction product. (4) Given the reactants [Cl:1][C:2]1[N:3]=[CH:4][C:5]([C:8]([OH:10])=O)=[N:6][CH:7]=1.C(#N)C.CN(C=O)C.C(Cl)(=O)C(Cl)=O.[NH2:25][C:26]1[CH:27]=[CH:28][C:29]([F:43])=[C:30]([C@:32]23[CH2:40][O:39][CH2:38][C@@:37]2([F:41])[CH2:36][O:35][C:34]([NH2:42])=[N:33]3)[CH:31]=1, predict the reaction product. The product is: [NH2:42][C:34]1[O:35][CH2:36][C@:37]2([F:41])[CH2:38][O:39][CH2:40][C@:32]2([C:30]2[CH:31]=[C:26]([NH:25][C:8]([C:5]3[CH:4]=[N:3][C:2]([Cl:1])=[CH:7][N:6]=3)=[O:10])[CH:27]=[CH:28][C:29]=2[F:43])[N:33]=1. (5) The product is: [CH2:1]([N:5]1[C:13]2[C:12](=[O:33])[NH:11][C:10]([Cl:15])=[N:9][C:8]=2[N:7]=[C:6]1[N:16]1[CH2:21][CH2:20][CH2:19][CH:18]([N:22]([CH3:30])[C:23](=[O:29])[O:24][C:25]([CH3:28])([CH3:27])[CH3:26])[CH2:17]1)[C:2]#[C:3][CH3:4]. Given the reactants [CH2:1]([N:5]1[C:13]2[C:8](=[N:9][C:10]([Cl:15])=[N:11][C:12]=2Cl)[N:7]=[C:6]1[N:16]1[CH2:21][CH2:20][CH2:19][CH:18]([N:22]([CH3:30])[C:23](=[O:29])[O:24][C:25]([CH3:28])([CH3:27])[CH3:26])[CH2:17]1)[C:2]#[C:3][CH3:4].C([O-])(=[O:33])C.[Na+], predict the reaction product. (6) Given the reactants C(OC(=O)[NH:7][C@H:8]1[CH2:23][CH2:22][CH2:21][CH2:20][CH2:19][CH2:18][CH2:17][C@@H:16]([CH3:24])[CH2:15][C@@H:14]([C@@H:25]([OH:36])[CH2:26][C@H:27]([C:29](=[O:35])[NH:30][CH2:31][CH2:32][CH2:33][CH3:34])[CH3:28])[NH:13][C:12](=[O:37])[C@H:11]([CH3:38])[NH:10][C:9]1=[O:39])(C)(C)C.[C:41](Cl)(=[O:43])[CH3:42], predict the reaction product. The product is: [C:41]([NH:7][C@@H:8]1[C:9](=[O:39])[NH:10][C@@H:11]([CH3:38])[C:12](=[O:37])[NH:13][C@H:14]([C@@H:25]([OH:36])[CH2:26][C@@H:27]([CH3:28])[C:29]([NH:30][CH2:31][CH2:32][CH2:33][CH3:34])=[O:35])[CH2:15][C@H:16]([CH3:24])[CH2:17][CH2:18][CH2:19][CH2:20][CH2:21][CH2:22][CH2:23]1)(=[O:43])[CH3:42].